From a dataset of Full USPTO retrosynthesis dataset with 1.9M reactions from patents (1976-2016). Predict the reactants needed to synthesize the given product. (1) Given the product [F:1][C:2]1[CH:34]=[CH:33][CH:32]=[CH:31][C:3]=1[CH2:4][N:5]1[C:9]([C:10]2[CH:14]=[CH:13][O:12][N:11]=2)=[CH:8][C:7]([C:15]2[N:20]=[C:19]([NH2:21])[C:18]([NH2:22])=[C:17]([NH2:30])[N:16]=2)=[N:6]1, predict the reactants needed to synthesize it. The reactants are: [F:1][C:2]1[CH:34]=[CH:33][CH:32]=[CH:31][C:3]=1[CH2:4][N:5]1[C:9]([C:10]2[CH:14]=[CH:13][O:12][N:11]=2)=[CH:8][C:7]([C:15]2[N:20]=[C:19]([NH2:21])[C:18](/[N:22]=N/C3C=CC=CC=3)=[C:17]([NH2:30])[N:16]=2)=[N:6]1.NC1C(N)=NC(N)=NC=1. (2) Given the product [O:1]1[C:5]2[CH:6]=[CH:7][CH:8]=[CH:9][C:4]=2[CH:3]=[C:2]1[C:10]([NH:12][C@@H:13]([CH2:26][CH2:27][CH2:28][N:29]([C:31]([O:33][CH2:34][C:35]1[CH:36]=[CH:37][CH:38]=[CH:39][CH:40]=1)=[O:32])[CH3:30])[C:14]([NH:16][CH2:17][CH2:18][CH2:19][CH2:20][CH2:21][C:22]([O-:24])=[O:23])=[O:15])=[O:11].[Na+:42], predict the reactants needed to synthesize it. The reactants are: [O:1]1[C:5]2[CH:6]=[CH:7][CH:8]=[CH:9][C:4]=2[CH:3]=[C:2]1[C:10]([NH:12][C@@H:13]([CH2:26][CH2:27][CH2:28][N:29]([C:31]([O:33][CH2:34][C:35]1[CH:40]=[CH:39][CH:38]=[CH:37][CH:36]=1)=[O:32])[CH3:30])[C:14]([NH:16][CH2:17][CH2:18][CH2:19][CH2:20][CH2:21][C:22]([O:24]C)=[O:23])=[O:15])=[O:11].[OH-].[Na+:42]. (3) Given the product [F:23][C:24]1[CH:31]=[C:30]([O:32][CH3:33])[CH:29]=[C:28]([F:34])[C:25]=1[CH2:26][N:13]1[C:12]2[CH:16]=[CH:17][CH:18]=[CH:19][C:11]=2[S:10](=[O:21])(=[O:20])[N:9]([C:6]2[CH:7]=[N:8][C:3]([O:2][CH3:1])=[C:4]([CH3:22])[CH:5]=2)[C:14]1=[O:15], predict the reactants needed to synthesize it. The reactants are: [CH3:1][O:2][C:3]1[N:8]=[CH:7][C:6]([N:9]2[C:14](=[O:15])[NH:13][C:12]3[CH:16]=[CH:17][CH:18]=[CH:19][C:11]=3[S:10]2(=[O:21])=[O:20])=[CH:5][C:4]=1[CH3:22].[F:23][C:24]1[CH:31]=[C:30]([O:32][CH3:33])[CH:29]=[C:28]([F:34])[C:25]=1[CH2:26]Br.C([O-])([O-])=O.[K+].[K+].COC1C(C)=CC(N2C(=O)N(CC3C(F)=CC(F)=CC=3F)C3C=CC=CC=3S2(=O)=O)=CC=1C. (4) Given the product [O:1]1[CH2:2][CH2:3][CH2:4][CH2:5][CH:6]1[O:37][CH2:35][C:8]1[CH:9]=[CH:10][CH:11]=[C:12]2[C:7]=1[C:17](=[O:25])[CH2:21][CH2:20][CH2:19]2, predict the reactants needed to synthesize it. The reactants are: [O:1]1[CH:6]=[CH:5][CH2:4][CH2:3][CH2:2]1.[C:7]1([CH3:17])[CH:12]=[CH:11][C:10](S([O-])(=O)=O)=[CH:9][CH:8]=1.[NH+]1C=C[CH:21]=[CH:20][CH:19]=1.[Cr](Cl)([O-])(=O)=[O:25].[NH+]1C=CC=CC=1.[C:35]([O-])(=[O:37])C.[Na+]. (5) Given the product [Cl:20][C:8]1[N:7]=[C:6]([CH2:5][OH:4])[C:11]([NH:12][C:13](=[O:14])[O:15][C:16]([CH3:18])([CH3:17])[CH3:19])=[CH:10][CH:9]=1, predict the reactants needed to synthesize it. The reactants are: C([O:4][CH2:5][C:6]1[C:11]([NH:12][C:13]([O:15][C:16]([CH3:19])([CH3:18])[CH3:17])=[O:14])=[CH:10][CH:9]=[C:8]([Cl:20])[N:7]=1)(=O)C.[OH-].[Na+]. (6) Given the product [Br:1][CH:2]1[CH2:7][CH2:6][CH:5]([C:8]([O:10][CH3:11])=[O:9])[CH2:4][CH:3]1[O:12][C:19]([O:20][C:21]1[CH:26]=[CH:25][CH:24]=[CH:23][CH:22]=1)=[O:27], predict the reactants needed to synthesize it. The reactants are: [Br:1][CH:2]1[CH2:7][CH2:6][CH:5]([C:8]([O:10][CH3:11])=[O:9])[CH2:4][CH:3]1[OH:12].N1C=CC=CC=1.[C:19](Cl)(=[O:27])[O:20][C:21]1[CH:26]=[CH:25][CH:24]=[CH:23][CH:22]=1.